From a dataset of Forward reaction prediction with 1.9M reactions from USPTO patents (1976-2016). Predict the product of the given reaction. (1) Given the reactants [NH2:1][C:2]1[CH:3]=[C:4]([N:11]2[CH2:16][CH2:15][N:14]([CH2:17][C:18]([N:20]3[CH2:25][CH2:24][O:23][CH2:22][CH2:21]3)=[O:19])[CH2:13][CH2:12]2)[CH:5]=[CH:6][C:7]=1[N+:8]([O-])=O, predict the reaction product. The product is: [NH2:1][C:2]1[CH:3]=[C:4]([N:11]2[CH2:12][CH2:13][N:14]([CH2:17][C:18]([N:20]3[CH2:25][CH2:24][O:23][CH2:22][CH2:21]3)=[O:19])[CH2:15][CH2:16]2)[CH:5]=[CH:6][C:7]=1[NH2:8]. (2) Given the reactants [CH:1]1([CH2:7][CH:8]2[O:12][C:11](=[O:13])[CH:10]=[C:9]2[OH:14])[CH2:6][CH2:5][CH2:4][CH2:3][CH2:2]1.[CH:15](=O)[C:16]1[CH:21]=[CH:20][CH:19]=[CH:18][CH:17]=1.[F:23][C:24]1[CH:32]=[C:31]2[C:27]([C:28]([CH2:33][CH2:34][NH:35][C:36](=[O:38])[CH3:37])=[CH:29][NH:30]2)=[CH:26][CH:25]=1, predict the reaction product. The product is: [CH:1]1([CH2:7][CH:8]2[O:12][C:11](=[O:13])[C:10]([CH:15]([C:16]3[CH:21]=[CH:20][CH:19]=[CH:18][CH:17]=3)[C:29]3[NH:30][C:31]4[C:27]([C:28]=3[CH2:33][CH2:34][NH:35][C:36](=[O:38])[CH3:37])=[CH:26][CH:25]=[C:24]([F:23])[CH:32]=4)=[C:9]2[OH:14])[CH2:2][CH2:3][CH2:4][CH2:5][CH2:6]1. (3) Given the reactants [Cl:1][C:2]1[N:3]=[C:4]([N:12]2[CH2:17][CH2:16][O:15][CH2:14][CH2:13]2)[C:5]2[S:10][C:9](I)=[CH:8][C:6]=2[N:7]=1.[C:18]([Cu])#[N:19].Cl, predict the reaction product. The product is: [Cl:1][C:2]1[N:3]=[C:4]([N:12]2[CH2:17][CH2:16][O:15][CH2:14][CH2:13]2)[C:5]2[S:10][C:9]([C:18]#[N:19])=[CH:8][C:6]=2[N:7]=1. (4) Given the reactants Cl[C:2]1[CH:14]=[C:6]2[N:7]([CH:11]3[CH2:13][CH2:12]3)[CH2:8][CH2:9][CH2:10][N:5]2[C:4](=[O:15])[N:3]=1.[F:16][C:17]1[CH:18]=[C:19]([CH2:31][OH:32])[CH:20]=[CH:21][C:22]=1[O:23][C:24]1[CH:29]=[CH:28][CH:27]=[C:26]([F:30])[CH:25]=1, predict the reaction product. The product is: [CH:11]1([N:7]2[CH2:8][CH2:9][CH2:10][N:5]3[C:4](=[O:15])[N:3]=[C:2]([O:32][CH2:31][C:19]4[CH:20]=[CH:21][C:22]([O:23][C:24]5[CH:29]=[CH:28][CH:27]=[C:26]([F:30])[CH:25]=5)=[C:17]([F:16])[CH:18]=4)[CH:14]=[C:6]23)[CH2:13][CH2:12]1. (5) Given the reactants [Si]([O:8][C@@H:9]1[CH2:13][CH2:12][C@H:11]([CH2:14][PH:15](=[O:20])[O:16][CH:17]([CH3:19])[CH3:18])[CH2:10]1)(C(C)(C)C)(C)C.[F-].C([N+](CCCC)(CCCC)CCCC)CCC, predict the reaction product. The product is: [OH:8][C@@H:9]1[CH2:13][CH2:12][C@H:11]([CH2:14][PH:15](=[O:20])[O:16][CH:17]([CH3:18])[CH3:19])[CH2:10]1. (6) Given the reactants C([NH:4][C:5]1[N:6]=[C:7]2[CH:12]=[CH:11][C:10]([O:13][C:14]3[CH:15]=[C:16]([NH:20][C:21](=[O:33])[C:22]4[CH:27]=[CH:26][CH:25]=[C:24]([C:28]5([C:31]#[N:32])[CH2:30][CH2:29]5)[CH:23]=4)[CH:17]=[CH:18][CH:19]=3)=[N:9][N:8]2[CH:34]=1)(=O)C.Cl.C(OCC)(=O)C.[OH-].[Na+], predict the reaction product. The product is: [NH2:4][C:5]1[N:6]=[C:7]2[CH:12]=[CH:11][C:10]([O:13][C:14]3[CH:15]=[C:16]([NH:20][C:21](=[O:33])[C:22]4[CH:27]=[CH:26][CH:25]=[C:24]([C:28]5([C:31]#[N:32])[CH2:30][CH2:29]5)[CH:23]=4)[CH:17]=[CH:18][CH:19]=3)=[N:9][N:8]2[CH:34]=1. (7) The product is: [CH2:13]([O:15][C:16](=[O:17])[C:18]1[CH:23]=[C:22]([C:24](=[O:25])[NH:8][C:7]2[CH:9]=[CH:10][C:4]([O:3][C:2]([F:11])([F:12])[F:1])=[CH:5][CH:6]=2)[CH:21]=[N:20][C:19]=1[Cl:27])[CH3:14]. Given the reactants [F:1][C:2]([F:12])([F:11])[O:3][C:4]1[CH:10]=[CH:9][C:7]([NH2:8])=[CH:6][CH:5]=1.[CH2:13]([O:15][C:16]([C:18]1[C:19]([Cl:27])=[N:20][CH:21]=[C:22]([C:24](O)=[O:25])[CH:23]=1)=[O:17])[CH3:14].ON1C2C=CC=CC=2N=N1.C(N=C=NCCCN(C)C)C, predict the reaction product.